From a dataset of Catalyst prediction with 721,799 reactions and 888 catalyst types from USPTO. Predict which catalyst facilitates the given reaction. Reactant: [C:1]([O:5][CH2:6][CH2:7][CH2:8][CH2:9][CH2:10][CH:11]([CH3:13])[CH3:12])(=[O:4])[CH:2]=[CH2:3].[CH3:14][C@@:15]12[CH:23]([C:24]([C:26]([O-:28])=[O:27])=[CH2:25])[CH2:22][C@H:18]([C:19]1([CH3:21])[CH3:20])[CH2:17][CH2:16]2.[C:29]([O:33][CH2:34][CH2:35][OH:36])(=[O:32])[CH:30]=[CH2:31].C(OOC(=O)C1C=CC=CC=1)(=O)C1C=CC=CC=1.C(Br)(Br)(Br)Br. Product: [C:1]([O:5][CH2:6][CH2:7][CH2:8][CH2:9][CH2:10][CH:11]([CH3:13])[CH3:12])(=[O:4])[CH:2]=[CH2:3].[CH3:14][C@@:15]12[CH:23]([C:24]([C:26]([O-:28])=[O:27])=[CH2:25])[CH2:22][C@H:18]([C:19]1([CH3:20])[CH3:21])[CH2:17][CH2:16]2.[C:29]([O:33][CH2:34][CH2:35][OH:36])(=[O:32])[CH:30]=[CH2:31]. The catalyst class is: 13.